Dataset: Reaction yield outcomes from USPTO patents with 853,638 reactions. Task: Predict the reaction yield, written as a fraction of the theoretical maximum amount of product (1.0 means a 100% yield; for example, 0.34 means a 34% yield). (1) The reactants are [CH3:1][CH:2]1[NH:7][CH:6]([CH3:8])[CH2:5][N:4]([C:9](=[O:23])[CH2:10][CH2:11][C:12]2[C:20]3[CH2:19][CH2:18][CH2:17][CH2:16][C:15]=3[NH:14][C:13]=2[CH:21]=O)[CH2:3]1.[CH3:24][NH:25][S:26]([C:29]1[CH:30]=[C:31]2[C:35](=[CH:36][CH:37]=1)[NH:34][C:33](=[O:38])[CH2:32]2)(=[O:28])=[O:27]. No catalyst specified. The product is [CH3:24][NH:25][S:26]([C:29]1[CH:30]=[C:31]2[C:35](=[CH:36][CH:37]=1)[NH:34][C:33](=[O:38])/[C:32]/2=[CH:21]\[C:13]1[NH:14][C:15]2[CH2:16][CH2:17][CH2:18][CH2:19][C:20]=2[C:12]=1[CH2:11][CH2:10][C:9]([N:4]1[CH2:3][CH:2]([CH3:1])[NH:7][CH:6]([CH3:8])[CH2:5]1)=[O:23])(=[O:28])=[O:27]. The yield is 0.620. (2) The product is [C:16]([O:19][C:20]([NH:1][C@@H:2]([CH3:7])[C:3]([O:5][CH3:6])=[O:4])=[O:21])([CH3:18])([CH3:17])[CH3:15]. The reactants are [NH2:1][C@@H:2]([CH3:7])[C:3]([O:5][CH3:6])=[O:4].CCN(CC)CC.[CH3:15][C:16]([O:19][C:20](O[C:20]([O:19][C:16]([CH3:18])([CH3:17])[CH3:15])=[O:21])=[O:21])([CH3:18])[CH3:17]. The catalyst is C(Cl)Cl. The yield is 1.00. (3) The reactants are Cl[C:2]1[C:7]([N+:8]([O-:10])=[O:9])=[CH:6][N:5]=[C:4]2[CH:11]=[CH:12][S:13][C:3]=12.[NH2:14][CH:15]1[CH2:20][CH2:19][N:18]([C:21]([O:23][C:24]([CH3:27])([CH3:26])[CH3:25])=[O:22])[CH2:17][CH2:16]1.C(N(CC)C(C)C)(C)C. The catalyst is C(O)(C)C. The product is [N+:8]([C:7]1[C:2]([NH:14][CH:15]2[CH2:16][CH2:17][N:18]([C:21]([O:23][C:24]([CH3:27])([CH3:26])[CH3:25])=[O:22])[CH2:19][CH2:20]2)=[C:3]2[S:13][CH:12]=[CH:11][C:4]2=[N:5][CH:6]=1)([O-:10])=[O:9]. The yield is 0.830. (4) The yield is 0.700. The reactants are [NH2:1][C:2]1[S:3][C:4]([C:12]2[CH:13]=[CH:14][C:15]([O:18]C)=[N:16][CH:17]=2)=[C:5]([C:7]2[O:8][CH:9]=[CH:10][CH:11]=2)[N:6]=1.[OH-].[Na+]. The product is [NH2:1][C:2]1[S:3][C:4]([C:12]2[CH:13]=[CH:14][C:15](=[O:18])[NH:16][CH:17]=2)=[C:5]([C:7]2[O:8][CH:9]=[CH:10][CH:11]=2)[N:6]=1. The catalyst is Br.C(O)(=O)C. (5) The reactants are [C:1]([O:5][C:6]([NH:8][CH2:9][C@H:10]1[CH2:15][CH2:14][C@H:13]([CH2:16][NH:17][C:18]([C:20]2[C:29]3[C:24](=[CH:25][CH:26]=[CH:27][CH:28]=3)[N:23]=[C:22]([N:30]3[CH2:35][CH2:34][CH:33]([CH2:36][CH2:37][N:38]4[CH2:41][CH:40]([NH:42]C(=O)OCC5C=CC=CC=5)[CH2:39]4)[CH2:32][CH2:31]3)[CH:21]=2)=[O:19])[CH2:12][CH2:11]1)=[O:7])([CH3:4])([CH3:3])[CH3:2]. The catalyst is [Pd].CO. The product is [NH2:42][CH:40]1[CH2:39][N:38]([CH2:37][CH2:36][CH:33]2[CH2:32][CH2:31][N:30]([C:22]3[CH:21]=[C:20]([C:18]([NH:17][CH2:16][C@H:13]4[CH2:14][CH2:15][C@H:10]([CH2:9][NH:8][C:6](=[O:7])[O:5][C:1]([CH3:3])([CH3:2])[CH3:4])[CH2:11][CH2:12]4)=[O:19])[C:29]4[C:24](=[CH:25][CH:26]=[CH:27][CH:28]=4)[N:23]=3)[CH2:35][CH2:34]2)[CH2:41]1. The yield is 0.600. (6) The reactants are Cl.[F:2][C:3]1[CH:22]=[CH:21][C:6]([CH2:7][O:8][CH2:9][C:10]([NH:12][CH2:13][CH2:14][CH:15]2[CH2:20][CH2:19][NH:18][CH2:17][CH2:16]2)=[O:11])=[CH:5][CH:4]=1.[C:23]([N:30]1[CH:34]=[CH:33]N=C1)(N1C=CN=C1)=[O:24].NCC[C:38]1[C:46]2[C:41](=[CH:42][CH:43]=[CH:44][CH:45]=2)[NH:40][CH:39]=1.C(N(CC)CC)C. The catalyst is C1COCC1. The product is [NH:40]1[C:41]2[C:46](=[CH:45][CH:44]=[CH:43][CH:42]=2)[C:38]([CH2:33][CH2:34][NH:30][C:23]([N:18]2[CH2:17][CH2:16][CH:15]([CH2:14][CH2:13][NH:12][C:10](=[O:11])[CH2:9][O:8][CH2:7][C:6]3[CH:21]=[CH:22][C:3]([F:2])=[CH:4][CH:5]=3)[CH2:20][CH2:19]2)=[O:24])=[CH:39]1. The yield is 0.370. (7) The reactants are [NH2:1][C:2]1[CH:11]=[CH:10][C:5]([C:6]([O:8][CH3:9])=[O:7])=[CH:4][CH:3]=1.[CH3:12][C:13]1[C:17]([CH2:18][CH2:19][C:20](O)=[O:21])=[C:16]([C:23]2[CH:28]=[CH:27][CH:26]=[CH:25][CH:24]=2)[O:15][N:14]=1.O.ON1C2C=CC=CC=2N=N1.Cl.C(N=C=NCCCN(C)C)C. The catalyst is O.CN(C)C=O. The product is [CH3:9][O:8][C:6]([C:5]1[CH:4]=[CH:3][C:2]([NH:1][C:20](=[O:21])[CH2:19][CH2:18][C:17]2[C:13]([CH3:12])=[N:14][O:15][C:16]=2[C:23]2[CH:24]=[CH:25][CH:26]=[CH:27][CH:28]=2)=[CH:11][CH:10]=1)=[O:7]. The yield is 0.790.